This data is from Catalyst prediction with 721,799 reactions and 888 catalyst types from USPTO. The task is: Predict which catalyst facilitates the given reaction. (1) Reactant: [CH3:1][O:2][C:3]1[CH:23]=[CH:22][C:6]([CH2:7][N:8]2[C:12]([CH2:13][O:14][CH3:15])=[C:11]([C:16]3[N:17]=[C:18]([NH2:21])[S:19][CH:20]=3)[CH:10]=[N:9]2)=[CH:5][CH:4]=1.[CH3:24][O:25][C:26]1[CH:46]=[CH:45][C:29]([CH2:30][N:31]2[CH:35]=[C:34]([C:36]3[N:37]=[C:38]([NH2:41])[S:39][CH:40]=3)[C:33]([CH2:42][O:43][CH3:44])=[N:32]2)=[CH:28][CH:27]=1.Br[C:48]1[C:53]([F:54])=[CH:52][CH:51]=[C:50]([CH3:55])[N:49]=1.CC1(C)C2C(=C(P(C3C=CC=CC=3)C3C=CC=CC=3)C=CC=2)OC2C(P(C3C=CC=CC=3)C3C=CC=CC=3)=CC=CC1=2.C(=O)([O-])[O-].[Cs+].[Cs+]. Product: [F:54][C:53]1[C:48]([NH:21][C:18]2[S:19][CH:20]=[C:16]([C:11]3[CH:10]=[N:9][N:8]([CH2:7][C:6]4[CH:5]=[CH:4][C:3]([O:2][CH3:1])=[CH:23][CH:22]=4)[C:12]=3[CH2:13][O:14][CH3:15])[N:17]=2)=[N:49][C:50]([CH3:55])=[CH:51][CH:52]=1.[F:54][C:53]1[C:48]([NH:41][C:38]2[S:39][CH:40]=[C:36]([C:34]3[C:33]([CH2:42][O:43][CH3:44])=[N:32][N:31]([CH2:30][C:29]4[CH:28]=[CH:27][C:26]([O:25][CH3:24])=[CH:46][CH:45]=4)[CH:35]=3)[N:37]=2)=[N:49][C:50]([CH3:55])=[CH:51][CH:52]=1. The catalyst class is: 231. (2) Reactant: [CH3:1][C:2]1[N:3]=[C:4]([C:13]2[CH:18]=[CH:17][CH:16]=[CH:15][CH:14]=2)[N:5]2[C:10]=1[CH:9]=[N:8][C:7](SC)=[N:6]2.CC1N=C(C2C=CC=CC=2)N2C=1C=NC(S(C)(=O)=O)=N2.[CH:39]1([NH2:45])[CH2:44][CH2:43][CH2:42][CH2:41][CH2:40]1. Product: [CH:39]1([NH:45][C:7]2[N:8]=[CH:9][C:10]3=[C:2]([CH3:1])[N:3]=[C:4]([C:13]4[CH:18]=[CH:17][CH:16]=[CH:15][CH:14]=4)[N:5]3[N:6]=2)[CH2:44][CH2:43][CH2:42][CH2:41][CH2:40]1. The catalyst class is: 8. (3) Reactant: [N:1]1([C:7]2[C:12]([C:13]([O:15][CH:16]([CH3:18])[CH3:17])=[O:14])=[CH:11][CH:10]=[CH:9][N:8]=2)[CH2:6][CH2:5][NH:4][CH2:3][CH2:2]1.[CH:19]([C:21]1[CH:22]=[C:23]2[C:28](=[CH:29][CH:30]=1)[CH2:27][N:26]([C:31]([O:33][C:34]([CH3:37])([CH3:36])[CH3:35])=[O:32])[CH2:25][CH2:24]2)=O.C(O)(=O)C.C([BH3-])#N.[Na+]. Product: [CH3:17][CH:16]([O:15][C:13]([C:12]1[C:7]([N:1]2[CH2:2][CH2:3][N:4]([CH2:19][C:21]3[CH:22]=[C:23]4[C:28](=[CH:29][CH:30]=3)[CH2:27][N:26]([C:31]([O:33][C:34]([CH3:37])([CH3:36])[CH3:35])=[O:32])[CH2:25][CH2:24]4)[CH2:5][CH2:6]2)=[N:8][CH:9]=[CH:10][CH:11]=1)=[O:14])[CH3:18]. The catalyst class is: 5. (4) Reactant: [NH:1]([CH:3]1[CH2:6][N:5]([C:7]([O:9][C:10]([CH3:13])([CH3:12])[CH3:11])=[O:8])[CH2:4]1)[NH2:2].C(O)(=O)C.[Cl:18][C:19]1[CH:20]=[CH:21][C:22]([OH:32])=[C:23]([C:25](=O)/[CH:26]=[CH:27]/N(C)C)[CH:24]=1. Product: [Cl:18][C:19]1[CH:20]=[CH:21][C:22]([OH:32])=[C:23]([C:25]2[N:1]([CH:3]3[CH2:4][N:5]([C:7]([O:9][C:10]([CH3:13])([CH3:12])[CH3:11])=[O:8])[CH2:6]3)[N:2]=[CH:27][CH:26]=2)[CH:24]=1. The catalyst class is: 8.